Dataset: Full USPTO retrosynthesis dataset with 1.9M reactions from patents (1976-2016). Task: Predict the reactants needed to synthesize the given product. (1) Given the product [O:24]=[C:15]1[C:16]2[C:21](=[CH:20][CH:19]=[CH:18][CH:17]=2)[C:22](=[O:23])[N:14]1[CH2:13][C@H:11]1[CH2:12][C@@H:7]([OH:6])[CH2:8][N:9]([C:25]([O:27][CH2:28][C:29]2[CH:30]=[CH:31][CH:32]=[CH:33][CH:34]=2)=[O:26])[CH2:10]1, predict the reactants needed to synthesize it. The reactants are: CC([Si](C)(C)[O:6][C@H:7]1[CH2:12][C@@H:11]([CH2:13][N:14]2[C:22](=[O:23])[C:21]3[C:16](=[CH:17][CH:18]=[CH:19][CH:20]=3)[C:15]2=[O:24])[CH2:10][N:9]([C:25]([O:27][CH2:28][C:29]2[CH:34]=[CH:33][CH:32]=[CH:31][CH:30]=2)=[O:26])[CH2:8]1)(C)C.[F-].C([N+](CCCC)(CCCC)CCCC)CCC. (2) Given the product [Cl:1][C:2]1[N:3]=[CH:4][C:5]([C:19]#[C:18][CH2:17][O:16][C:13]2[C:12]([O:20][CH3:21])=[CH:11][C:10]([F:9])=[CH:15][N:14]=2)=[CH:6][CH:7]=1, predict the reactants needed to synthesize it. The reactants are: [Cl:1][C:2]1[CH:7]=[CH:6][C:5](I)=[CH:4][N:3]=1.[F:9][C:10]1[CH:11]=[C:12]([O:20][CH3:21])[C:13]([O:16][CH2:17][C:18]#[CH:19])=[N:14][CH:15]=1.[Cl-].[NH4+]. (3) Given the product [C:29]([NH:28][C@@H:17]1[CH:18]2[C@:23]([CH3:24])([CH2:22][CH2:21][C:20](=[O:52])[CH2:19]2)[C@@H:25]2[C@H:15]([C@H:6]3[C@@:4]([CH2:27][CH2:26]2)([CH3:5])[C:3](=[O:12])[CH2:8][CH2:7]3)[CH2:16]1)(=[O:31])[CH3:30], predict the reactants needed to synthesize it. The reactants are: C1CO[C:8]23OCC[O:12][C:3]2([C@:4]2([CH2:27][CH2:26][C@H:25]4[C@@H:15]([CH2:16][C@H:17]([NH:28][C:29](=[O:31])[CH3:30])[CH:18]5[C@:23]4([CH3:24])[CH2:22][CH2:21][CH2:20][CH2:19]5)[C@@H:6]2[CH2:7]3)[CH3:5])O1.C([C@@H]1C2[C@](C)(CCC(=[O:52])C2)[C@@H]2[C@H]([C@H]3[C@@](CC2)(C)C(=O)CC3)C1)#N. (4) Given the product [F:1][C:2]1[CH:3]=[C:4]([B:10]2[O:11][CH2:18][CH2:17][NH:13][CH2:14][CH2:15][O:12]2)[CH:5]=[C:6]([F:9])[C:7]=1[F:8], predict the reactants needed to synthesize it. The reactants are: [F:1][C:2]1[CH:3]=[C:4]([B:10]([OH:12])[OH:11])[CH:5]=[C:6]([F:9])[C:7]=1[F:8].[NH:13]([CH2:17][CH2:18]O)[CH2:14][CH2:15]O. (5) Given the product [C:17]([C:2]1[CH:10]=[CH:9][CH:8]=[C:7]2[C:3]=1[CH:4]=[C:5]([C:11]([O:13][CH2:14][CH3:15])=[O:12])[NH:6]2)#[N:18], predict the reactants needed to synthesize it. The reactants are: Br[C:2]1[CH:10]=[CH:9][CH:8]=[C:7]2[C:3]=1[CH:4]=[C:5]([C:11]([O:13][CH2:14][CH3:15])=[O:12])[NH:6]2.O.[CH3:17][N:18](C=O)C. (6) Given the product [Cl:1][C:2]1[CH:7]=[CH:6][C:5]([C:8](=[O:9])[C:10]2[CH:11]=[CH:12][C:13]([O:16][CH2:17][CH2:18][CH2:19][CH2:20][CH3:21])=[CH:14][CH:15]=2)=[CH:4][C:3]=1[S:22]([NH2:25])(=[O:24])=[O:23], predict the reactants needed to synthesize it. The reactants are: [Cl:1][C:2]1[CH:7]=[CH:6][C:5]([CH:8]([C:10]2[CH:15]=[CH:14][C:13]([O:16][CH2:17][CH2:18][CH2:19][CH2:20][CH3:21])=[CH:12][CH:11]=2)[OH:9])=[CH:4][C:3]=1[S:22]([NH2:25])(=[O:24])=[O:23].CC(C)=O.OS(O)(=O)=O.O=[Cr](=O)=O. (7) Given the product [Cl:29][C:17]1[C:18]([NH:20][C:21]2[CH:25]=[C:24]([CH:26]3[CH2:28][CH2:27]3)[NH:23][N:22]=2)=[N:19][C:14]([C:11]2[O:10][C:9]([S:6]([NH2:5])(=[O:7])=[O:8])=[CH:13][CH:12]=2)=[N:15][CH:16]=1, predict the reactants needed to synthesize it. The reactants are: C([NH:5][S:6]([C:9]1[O:10][C:11]([C:14]2[N:19]=[C:18]([NH:20][C:21]3[CH:25]=[C:24]([CH:26]4[CH2:28][CH2:27]4)[NH:23][N:22]=3)[C:17]([Cl:29])=[CH:16][N:15]=2)=[CH:12][CH:13]=1)(=[O:8])=[O:7])(C)(C)C.B(Cl)(Cl)Cl. (8) The reactants are: [F:1][C:2]1[CH:7]=[CH:6][C:5]([C:8]2[C:9]([C:14]([OH:16])=[O:15])=[CH:10][CH:11]=[CH:12][CH:13]=2)=[CH:4][C:3]=1[N+:17]([O-:19])=[O:18].[C:20](=O)([O-])[O-].[Li+].[Li+].C[B-](F)(F)F.[K+].CN(C=O)C. Given the product [F:1][C:2]1[CH:7]=[CH:6][C:5]([C:8]2[C:9]([C:14]([OH:16])=[O:15])=[C:10]([CH3:20])[CH:11]=[CH:12][CH:13]=2)=[CH:4][C:3]=1[N+:17]([O-:19])=[O:18], predict the reactants needed to synthesize it.